From a dataset of Forward reaction prediction with 1.9M reactions from USPTO patents (1976-2016). Predict the product of the given reaction. (1) Given the reactants [C:1]([C:4]1[N:5]=[C:6]([N:9]2[CH2:12][CH:11]([OH:13])[CH2:10]2)[S:7][CH:8]=1)(=[O:3])[NH2:2].[CH3:14][S:15](Cl)(=[O:17])=[O:16].C(N(CC)CC)C.CO, predict the reaction product. The product is: [C:1]([C:4]1[N:5]=[C:6]([N:9]2[CH2:12][CH:11]([O:13][S:15]([CH3:14])(=[O:17])=[O:16])[CH2:10]2)[S:7][CH:8]=1)(=[O:3])[NH2:2]. (2) Given the reactants [Al+3].[Cl-].[Cl-].[Cl-].C(Cl)Cl.[CH2:8]1[C:16]2[C:11](=[CH:12][CH:13]=[CH:14][CH:15]=2)[CH2:10][C:9]1=[O:17].[CH3:18][CH:19]([CH2:21][CH2:22][CH:23]([CH3:25])[CH3:24])[CH3:20], predict the reaction product. The product is: [CH3:18][C:19]1([CH3:20])[C:13]2[C:14](=[CH:15][C:16]3[CH2:8][C:9](=[O:17])[CH2:10][C:11]=3[CH:12]=2)[C:23]([CH3:25])([CH3:24])[CH2:22][CH2:21]1. (3) Given the reactants Br[CH2:2][C:3]([C:5]1[C:9]([NH:10][C:11](=[O:20])[C:12]2[C:17]([F:18])=[CH:16][CH:15]=[CH:14][C:13]=2[F:19])=[CH:8][NH:7][N:6]=1)=O.[NH2:21][C:22]1[CH:27]=[CH:26][CH:25]=[CH:24][N:23]=1, predict the reaction product. The product is: [F:19][C:13]1[CH:14]=[CH:15][CH:16]=[C:17]([F:18])[C:12]=1[C:11]([NH:10][C:9]1[C:5]([C:3]2[N:21]=[C:22]3[CH:27]=[CH:26][CH:25]=[CH:24][N:23]3[CH:2]=2)=[N:6][NH:7][CH:8]=1)=[O:20].